Dataset: Full USPTO retrosynthesis dataset with 1.9M reactions from patents (1976-2016). Task: Predict the reactants needed to synthesize the given product. (1) Given the product [C:17]([O:16][C:14]([NH:13][CH2:12][C:6]1[CH:7]=[CH:8][C:9]([Cl:11])=[CH:10][C:5]=1[CH2:4][NH2:1])=[O:15])([CH3:20])([CH3:18])[CH3:19], predict the reactants needed to synthesize it. The reactants are: [N:1]([CH2:4][C:5]1[CH:10]=[C:9]([Cl:11])[CH:8]=[CH:7][C:6]=1[CH2:12][NH:13][C:14]([O:16][C:17]([CH3:20])([CH3:19])[CH3:18])=[O:15])=[N+]=[N-].O.C1(P(C2C=CC=CC=2)C2C=CC=CC=2)C=CC=CC=1. (2) Given the product [C:23]1([CH3:22])[CH:24]=[CH:25][CH:26]=[C:27]([C:2]2[C:3]([N:8]3[CH2:11][CH:10]([C:12]4[CH:21]=[CH:20][C:19]5[C:14](=[CH:15][CH:16]=[CH:17][CH:18]=5)[N:13]=4)[CH2:9]3)=[N:4][CH:5]=[CH:6][N:7]=2)[CH:28]=1, predict the reactants needed to synthesize it. The reactants are: Cl[C:2]1[C:3]([N:8]2[CH2:11][CH:10]([C:12]3[CH:21]=[CH:20][C:19]4[C:14](=[CH:15][CH:16]=[CH:17][CH:18]=4)[N:13]=3)[CH2:9]2)=[N:4][CH:5]=[CH:6][N:7]=1.[CH3:22][C:23]1[CH:24]=[C:25](B(O)O)[CH:26]=[CH:27][CH:28]=1.[O-]P([O-])([O-])=O.[K+].[K+].[K+]. (3) The reactants are: [C:1]([O:5][C:6]([N:8]([CH3:14])[C@H:9]([CH2:11][CH:12]=[CH2:13])[CH3:10])=[O:7])([CH3:4])([CH3:3])[CH3:2].[C:15]([CH2:19][C:20]([N:22]1[CH2:26][CH2:25][C@@H:24]([O:27][C:28]2[CH:29]=[C:30](Br)[CH:31]=[N:32][CH:33]=2)[CH2:23]1)=[O:21])([CH3:18])([CH3:17])[CH3:16].C1(P(C2CCCCC2)C2CCCCC2)CCCCC1.C(N(C(C)C)CC)(C)C. Given the product [C:1]([O:5][C:6]([N:8]([CH3:14])[C@H:9]([CH2:11]/[CH:12]=[CH:13]/[C:30]1[CH:31]=[N:32][CH:33]=[C:28]([O:27][C@@H:24]2[CH2:25][CH2:26][N:22]([C:20](=[O:21])[CH2:19][C:15]([CH3:17])([CH3:16])[CH3:18])[CH2:23]2)[CH:29]=1)[CH3:10])=[O:7])([CH3:3])([CH3:2])[CH3:4], predict the reactants needed to synthesize it. (4) Given the product [Cl:13][C:9]1[CH:10]=[CH:11][CH:12]=[C:7]([Cl:6])[C:8]=1[C:14]1[C:18]([CH2:19][O:20][C:21]2[CH:26]=[CH:25][C:24]([C:27]3[CH:36]=[C:35]4[C:30]([C:31](=[O:42])[CH:32]=[C:33]([C:37]([OH:39])=[O:38])[O:34]4)=[CH:29][CH:28]=3)=[CH:23][CH:22]=2)=[C:17]([CH:43]([CH3:45])[CH3:44])[O:16][N:15]=1, predict the reactants needed to synthesize it. The reactants are: C(=O)(O)[O-].[Na+].[Cl:6][C:7]1[CH:12]=[CH:11][CH:10]=[C:9]([Cl:13])[C:8]=1[C:14]1[C:18]([CH2:19][O:20][C:21]2[CH:26]=[CH:25][C:24]([C:27]3[CH:36]=[C:35]4[C:30]([C:31](=[O:42])[CH:32]=[C:33]([C:37]([O:39]CC)=[O:38])[O:34]4)=[CH:29][CH:28]=3)=[CH:23][CH:22]=2)=[C:17]([CH:43]([CH3:45])[CH3:44])[O:16][N:15]=1.C(=O)([O-])[O-].[Na+].[Na+]. (5) The reactants are: Br[C:2]1[CH:3]=[C:4]2[C:10]([CH3:11])=[N:9][N:8]([CH2:12][C:13]3[CH:18]=[CH:17][C:16]([O:19][CH3:20])=[CH:15][CH:14]=3)[C:5]2=[N:6][CH:7]=1.[Cl:21][C:22]1[CH:23]=[C:24](B2OC(C)(C)C(C)(C)O2)[CH:25]=[CH:26][CH:27]=1.C([O-])([O-])=O.[Cs+].[Cs+].C(OCC)(=O)C. Given the product [Cl:21][C:22]1[CH:27]=[C:26]([C:2]2[CH:3]=[C:4]3[C:10]([CH3:11])=[N:9][N:8]([CH2:12][C:13]4[CH:18]=[CH:17][C:16]([O:19][CH3:20])=[CH:15][CH:14]=4)[C:5]3=[N:6][CH:7]=2)[CH:25]=[CH:24][CH:23]=1, predict the reactants needed to synthesize it. (6) Given the product [ClH:37].[NH2:8][N:9]1[C:25](=[O:28])[CH:14]([CH2:15][CH:33]([CH3:34])[CH3:32])[C:13]2[CH:17]=[CH:18][CH:19]=[CH:20][C:12]=2[C:11]2[CH:21]=[CH:22][CH:23]=[CH:24][C:10]1=2, predict the reactants needed to synthesize it. The reactants are: C([NH:8][N:9]1[C:15](=O)[CH2:14][C:13]2[CH:17]=[CH:18][CH:19]=[CH:20][C:12]=2[C:11]2[CH:21]=[CH:22][CH:23]=[CH:24][C:10]1=2)(OC(C)(C)C)=O.[C:25]([O-:28])([O-])=O.[Cs+].[Cs+].I[CH2:32][CH:33](C)[CH3:34].C(Cl)[Cl:37].